From a dataset of Catalyst prediction with 721,799 reactions and 888 catalyst types from USPTO. Predict which catalyst facilitates the given reaction. (1) Reactant: [Br:1][CH2:2][CH2:3][C:4]1[CH:12]=[CH:11][C:7]([C:8]([OH:10])=[O:9])=[CH:6][CH:5]=1.[N+](=[CH2:15])=[N-]. Product: [Br:1][CH2:2][CH2:3][C:4]1[CH:12]=[CH:11][C:7]([C:8]([O:10][CH3:15])=[O:9])=[CH:6][CH:5]=1. The catalyst class is: 28. (2) Reactant: [O:1]=[C:2]1[N:6](C(OC(C)(C)C)=O)[CH2:5][CH:4]2[CH2:14][O:15][CH2:16][CH:3]12. Product: [CH2:14]1[CH:4]2[CH2:5][NH:6][C:2](=[O:1])[CH:3]2[CH2:16][O:15]1. The catalyst class is: 818. (3) Reactant: [NH2:1][C@@H:2]1[CH2:7][CH2:6][CH2:5][N:4]([C:8]2[CH:16]=[CH:15][C:11]([C:12]([NH2:14])=[O:13])=[C:10]([NH:17][C:18]3[CH:23]=[CH:22][C:21]([N:24]([CH2:27][CH3:28])[CH2:25][CH3:26])=[CH:20][CH:19]=3)[N:9]=2)[CH2:3]1.[C:29]([C:33]1[CH:37]=[C:36]([C:38](O)=[O:39])[NH:35][N:34]=1)([CH3:32])([CH3:31])[CH3:30].C(Cl)CCl.C1C=CC2N(O)N=NC=2C=1.CCN(CC)CC. Product: [C:29]([C:33]1[CH:37]=[C:36]([C:38]([NH:1][C@@H:2]2[CH2:7][CH2:6][CH2:5][N:4]([C:8]3[CH:16]=[CH:15][C:11]([C:12]([NH2:14])=[O:13])=[C:10]([NH:17][C:18]4[CH:23]=[CH:22][C:21]([N:24]([CH2:27][CH3:28])[CH2:25][CH3:26])=[CH:20][CH:19]=4)[N:9]=3)[CH2:3]2)=[O:39])[NH:35][N:34]=1)([CH3:32])([CH3:30])[CH3:31]. The catalyst class is: 76. (4) Reactant: [NH2:1][C:2]1[CH:3]=[CH:4][C:5]2[O:9][CH2:8][C:7](=[O:10])[C:6]=2[CH:11]=1.C(N(CC)CC)C.Cl[C:20](Cl)([O:22]C(=O)OC(Cl)(Cl)Cl)Cl.[NH2:31][CH2:32][CH2:33][N:34]([CH3:42])[C:35](=[O:41])[O:36][C:37]([CH3:40])([CH3:39])[CH3:38]. Product: [CH3:42][N:34]([CH2:33][CH2:32][NH:31][C:20]([NH:1][C:2]1[CH:3]=[CH:4][C:5]2[O:9][CH2:8][C:7](=[O:10])[C:6]=2[CH:11]=1)=[O:22])[C:35](=[O:41])[O:36][C:37]([CH3:38])([CH3:39])[CH3:40]. The catalyst class is: 1. (5) The catalyst class is: 13. Product: [S:28]1[CH:32]=[CH:31][CH:30]=[C:29]1[CH2:33][CH2:34][NH:35][S:36]([NH:39][C:54](=[O:55])[O:27][CH2:26][CH2:25][CH2:24][C:14]1[CH:15]=[CH:16][C:17]([O:19][CH2:20][CH2:21][O:22][CH3:23])=[CH:18][C:13]=1[O:12][C:3]1[C:2]([Cl:1])=[CH:7][C:6]([C:8]([F:9])([F:11])[F:10])=[CH:5][N:4]=1)(=[O:38])=[O:37]. Reactant: [Cl:1][C:2]1[C:3]([O:12][C:13]2[CH:18]=[C:17]([O:19][CH2:20][CH2:21][O:22][CH3:23])[CH:16]=[CH:15][C:14]=2[CH2:24][CH2:25][CH2:26][OH:27])=[N:4][CH:5]=[C:6]([C:8]([F:11])([F:10])[F:9])[CH:7]=1.[S:28]1[CH:32]=[CH:31][CH:30]=[C:29]1[CH2:33][CH2:34][NH:35][S:36]([NH2:39])(=[O:38])=[O:37].N12CCCN=C1CCCCC2.Cl.CN(C)[CH:54]=[O:55].